This data is from Catalyst prediction with 721,799 reactions and 888 catalyst types from USPTO. The task is: Predict which catalyst facilitates the given reaction. (1) Reactant: C(P(CCCC)CCCC)CCC.N(C(OC(C)(C)C)=O)=NC(OC(C)(C)C)=O.[Cl:30][C:31]1[CH:58]=[CH:57][C:34]([O:35][C:36]2[N:37]=[CH:38][C:39]([NH:42][C:43](=[O:56])[CH2:44][CH2:45][C@H:46](O)[C:47]3[CH:52]=[CH:51][CH:50]=[C:49]([O:53][CH3:54])[CH:48]=3)=[N:40][CH:41]=2)=[CH:33][CH:32]=1. Product: [Cl:30][C:31]1[CH:58]=[CH:57][C:34]([O:35][C:36]2[N:37]=[CH:38][C:39]([N:42]3[C@@H:46]([C:47]4[CH:52]=[CH:51][CH:50]=[C:49]([O:53][CH3:54])[CH:48]=4)[CH2:45][CH2:44][C:43]3=[O:56])=[N:40][CH:41]=2)=[CH:33][CH:32]=1. The catalyst class is: 1. (2) Reactant: [F:1][C:2]1[C:11]2[O:10][CH2:9][CH:8]=[CH:7][C:6]=2[C:5]([C:12]([NH2:14])=[O:13])=[CH:4][CH:3]=1.[N:15]([O-:17])=[O:16].[Na+].C(OC(C)C)(=O)C.II. Product: [F:1][C:2]1[C:11]2[O:10][CH2:9][C:8]([N+:15]([O-:17])=[O:16])=[CH:7][C:6]=2[C:5]([C:12]([NH2:14])=[O:13])=[CH:4][CH:3]=1. The catalyst class is: 6. (3) Reactant: C(C1C=CC(OCC(O)=O)=CC=1)CC.[CH2:15]([C:19]1[CH:33]=[CH:32][C:22]([O:23][CH2:24][C:25]([O:27]C(C)(C)C)=[O:26])=[CH:21][CH:20]=1)[CH2:16][CH2:17][CH3:18]. Product: [CH2:15]([C:19]1[CH:33]=[CH:32][C:22]([O:23][CH2:24][C:25]([OH:27])=[O:26])=[CH:21][CH:20]=1)[CH2:16][CH2:17][CH3:18]. The catalyst class is: 281. (4) Reactant: [NH2:1][C:2]1[CH:20]=[CH:19][C:5]([CH2:6][C@@H:7]([C:16]([OH:18])=[O:17])[NH:8][C:9]([O:11][C:12]([CH3:15])([CH3:14])[CH3:13])=[O:10])=[CH:4][CH:3]=1.C([O-])([O-])=O.[Cs+].[Cs+].[CH2:27](Br)[CH:28]=[CH2:29]. Product: [NH2:1][C:2]1[CH:3]=[CH:4][C:5]([CH2:6][C@@H:7]([C:16]([O:18][CH2:29][CH:28]=[CH2:27])=[O:17])[NH:8][C:9]([O:11][C:12]([CH3:13])([CH3:14])[CH3:15])=[O:10])=[CH:19][CH:20]=1. The catalyst class is: 9. (5) Reactant: [F:1][C:2]1[CH:10]=[N:9][CH:8]=[C:7]([NH:11][C:12]2[CH:17]=[CH:16][C:15]([I:18])=[CH:14][C:13]=2[F:19])[C:3]=1[C:4]([OH:6])=O.[NH2:20][C:21]1[CH:26]=[CH:25][CH:24]=[CH:23][C:22]=1[NH2:27].CN(C(ON1N=NC2C=CC=NC1=2)=[N+](C)C)C.F[P-](F)(F)(F)(F)F.C(N(CC)C(C)C)(C)C. Product: [NH2:20][C:21]1[CH:26]=[CH:25][CH:24]=[CH:23][C:22]=1[NH:27][C:4](=[O:6])[C:3]1[C:7]([NH:11][C:12]2[CH:17]=[CH:16][C:15]([I:18])=[CH:14][C:13]=2[F:19])=[CH:8][N:9]=[CH:10][C:2]=1[F:1]. The catalyst class is: 3. (6) Reactant: [CH2:1]([C:8]1[CH:9]=[N:10][C:11]2[C:16]([C:17]=1[C:18]1[CH:26]=[CH:25][CH:24]=[C:23]3[C:19]=1[CH:20]=[CH:21][N:22]3[CH2:27][C:28]1[CH:37]=[CH:36][C:31]([C:32]([O:34]C)=[O:33])=[CH:30][CH:29]=1)=[CH:15][CH:14]=[CH:13][C:12]=2[C:38]([F:41])([F:40])[F:39])[C:2]1[CH:7]=[CH:6][CH:5]=[CH:4][CH:3]=1.O.[OH-].[Li+].C(C#N)(C)=O. Product: [CH2:1]([C:8]1[CH:9]=[N:10][C:11]2[C:16]([C:17]=1[C:18]1[CH:26]=[CH:25][CH:24]=[C:23]3[C:19]=1[CH:20]=[CH:21][N:22]3[CH2:27][C:28]1[CH:29]=[CH:30][C:31]([C:32]([OH:34])=[O:33])=[CH:36][CH:37]=1)=[CH:15][CH:14]=[CH:13][C:12]=2[C:38]([F:41])([F:39])[F:40])[C:2]1[CH:7]=[CH:6][CH:5]=[CH:4][CH:3]=1. The catalyst class is: 1.